Predict the reaction yield, written as a fraction of the theoretical maximum amount of product (1.0 means a 100% yield; for example, 0.34 means a 34% yield). From a dataset of Reaction yield outcomes from USPTO patents with 853,638 reactions. (1) The reactants are Br[C:2]1[C:10]2[N:9]=[C:8]([CH3:11])[N:7]([CH2:12][C:13]3[C:22]4[C:17](=[CH:18][CH:19]=[CH:20][CH:21]=4)[CH:16]=[CH:15][CH:14]=3)[C:6]=2[CH:5]=[C:4]([N:23]2[CH2:28][CH2:27][O:26][CH2:25][CH2:24]2)[CH:3]=1.O.[CH3:30][N:31](C=O)C. The catalyst is C1C=CC([P]([Pd]([P](C2C=CC=CC=2)(C2C=CC=CC=2)C2C=CC=CC=2)([P](C2C=CC=CC=2)(C2C=CC=CC=2)C2C=CC=CC=2)[P](C2C=CC=CC=2)(C2C=CC=CC=2)C2C=CC=CC=2)(C2C=CC=CC=2)C2C=CC=CC=2)=CC=1.[C-]#N.[C-]#N.[Zn+2]. The product is [CH3:11][C:8]1[N:7]([CH2:12][C:13]2[C:22]3[C:17](=[CH:18][CH:19]=[CH:20][CH:21]=3)[CH:16]=[CH:15][CH:14]=2)[C:6]2[CH:5]=[C:4]([N:23]3[CH2:28][CH2:27][O:26][CH2:25][CH2:24]3)[CH:3]=[C:2]([C:30]#[N:31])[C:10]=2[N:9]=1. The yield is 0.680. (2) The reactants are C[Al](C)C.[NH:5]1[CH2:10][CH2:9][S:8][CH2:7][CH2:6]1.C[O:12][C:13](=O)[C:14]1[CH:19]=[CH:18][C:17]([O:20][CH2:21][C:22]2[C:23]([C:28]3[CH:33]=[CH:32][CH:31]=[C:30]([F:34])[CH:29]=3)=[N:24][O:25][C:26]=2[CH3:27])=[N:16][CH:15]=1.O. The catalyst is O1CCOCC1. The product is [F:34][C:30]1[CH:29]=[C:28]([C:23]2[C:22]([CH2:21][O:20][C:17]3[N:16]=[CH:15][C:14]([C:13]([N:5]4[CH2:10][CH2:9][S:8][CH2:7][CH2:6]4)=[O:12])=[CH:19][CH:18]=3)=[C:26]([CH3:27])[O:25][N:24]=2)[CH:33]=[CH:32][CH:31]=1. The yield is 1.00.